Dataset: Peptide-MHC class II binding affinity with 134,281 pairs from IEDB. Task: Regression. Given a peptide amino acid sequence and an MHC pseudo amino acid sequence, predict their binding affinity value. This is MHC class II binding data. The peptide sequence is SVGSLGRYKDEKDVT. The MHC is DRB1_1302 with pseudo-sequence DRB1_1302. The binding affinity (normalized) is 0.0497.